This data is from Retrosynthesis with 50K atom-mapped reactions and 10 reaction types from USPTO. The task is: Predict the reactants needed to synthesize the given product. (1) Given the product Cn1ncc(C(=O)O)c1NC(=O)c1ccc(Br)cc1, predict the reactants needed to synthesize it. The reactants are: CCOC(=O)c1cnn(C)c1NC(=O)c1ccc(Br)cc1. (2) Given the product O=Cc1ccc(OCc2ccccc2)c(CN2CCN(c3ccccc3)CC2)c1, predict the reactants needed to synthesize it. The reactants are: CS(=O)(=O)OCc1cc(C=O)ccc1OCc1ccccc1.c1ccc(N2CCNCC2)cc1.